From a dataset of Full USPTO retrosynthesis dataset with 1.9M reactions from patents (1976-2016). Predict the reactants needed to synthesize the given product. (1) Given the product [C:54](=[O:55])([O:61][CH2:58][C:59]#[CH:60])[O:1][C@:2]([CH3:53])([CH2:3][I:4])[C:5](=[O:52])[C@H:6]([CH2:7][CH:8]([CH3:9])[CH3:10])[NH:11][C:12](=[O:13])[C@H:14]([CH2:15][C:16]1[CH:17]=[CH:18][CH:19]=[CH:20][CH:21]=1)[NH:22][C:23](=[O:51])[C@H:24]([CH2:25][CH:26]([CH3:27])[CH3:28])[NH:29][C:30](=[O:50])[C@H:31]([CH2:32][CH2:33][C:34]1[CH:35]=[CH:36][CH:37]=[CH:38][CH:39]=1)[NH:40][C:41](=[O:49])[CH2:42][N:43]1[CH2:44][CH2:45][O:46][CH2:47][CH2:48]1, predict the reactants needed to synthesize it. The reactants are: [OH:1][C@@:2]([CH3:53])([C:5](=[O:52])[C@@H:6]([NH:11][C:12]([C@@H:14]([NH:22][C:23](=[O:51])[C@@H:24]([NH:29][C:30](=[O:50])[C@@H:31]([NH:40][C:41](=[O:49])[CH2:42][N:43]1[CH2:48][CH2:47][O:46][CH2:45][CH2:44]1)[CH2:32][CH2:33][C:34]1[CH:39]=[CH:38][CH:37]=[CH:36][CH:35]=1)[CH2:25][CH:26]([CH3:28])[CH3:27])[CH2:15][C:16]1[CH:21]=[CH:20][CH:19]=[CH:18][CH:17]=1)=[O:13])[CH2:7][CH:8]([CH3:10])[CH3:9])[CH2:3][I:4].[C:54](Cl)(Cl)=[O:55].[CH2:58]([OH:61])[C:59]#[CH:60]. (2) Given the product [F:1][C:2]1[CH:3]=[CH:4][C:5]([C:8]2[C:13]([C:14]([O:16][CH3:17])=[O:15])=[C:12]([CH:18]([CH3:19])[CH3:20])[N:11]=[C:10]([O:21][S:33]([CH3:32])(=[O:35])=[O:34])[N:9]=2)=[CH:6][CH:7]=1, predict the reactants needed to synthesize it. The reactants are: [F:1][C:2]1[CH:7]=[CH:6][C:5]([C:8]2[C:13]([C:14]([O:16][CH3:17])=[O:15])=[C:12]([CH:18]([CH3:20])[CH3:19])[N:11]=[C:10]([OH:21])[N:9]=2)=[CH:4][CH:3]=1.C(N(CC)CC)C.C(#N)C.[CH3:32][S:33](Cl)(=[O:35])=[O:34]. (3) Given the product [Cl:1][C:2]1[CH:7]=[CH:6][C:5]([C@H:8]2[N:15]3[C:11]([S:12][C:13]([C:19]([N:21]4[CH2:28][CH2:27][CH2:26][C@H:22]4[C:23]([N:42]4[CH2:41][C@H:40]([CH3:44])[NH:39][C@H:38]([CH3:37])[CH2:43]4)=[O:24])=[O:20])=[C:14]3[CH:16]([CH3:17])[CH3:18])=[N:10][C@:9]2([C:30]2[CH:35]=[CH:34][C:33]([Cl:36])=[CH:32][CH:31]=2)[CH3:29])=[CH:4][CH:3]=1, predict the reactants needed to synthesize it. The reactants are: [Cl:1][C:2]1[CH:7]=[CH:6][C:5]([C@H:8]2[N:15]3[C:11]([S:12][C:13]([C:19]([N:21]4[CH2:28][CH2:27][CH2:26][C@H:22]4[C:23](O)=[O:24])=[O:20])=[C:14]3[CH:16]([CH3:18])[CH3:17])=[N:10][C@:9]2([C:30]2[CH:35]=[CH:34][C:33]([Cl:36])=[CH:32][CH:31]=2)[CH3:29])=[CH:4][CH:3]=1.[CH3:37][C@H:38]1[CH2:43][NH:42][CH2:41][C@@H:40]([CH3:44])[NH:39]1.